This data is from Full USPTO retrosynthesis dataset with 1.9M reactions from patents (1976-2016). The task is: Predict the reactants needed to synthesize the given product. (1) Given the product [Cl:1][C:2]1[CH:9]=[CH:8][C:5]([CH2:6][N:11]2[CH2:16][CH2:15][O:14][CH2:13][CH2:12]2)=[CH:4][C:3]=1[F:10], predict the reactants needed to synthesize it. The reactants are: [Cl:1][C:2]1[CH:9]=[CH:8][C:5]([CH:6]=O)=[CH:4][C:3]=1[F:10].[NH:11]1[CH2:16][CH2:15][O:14][CH2:13][CH2:12]1.C(O[BH-](OC(=O)C)OC(=O)C)(=O)C.[Na+].Cl. (2) Given the product [CH3:1][O:2][C:3](=[O:38])[CH2:4][N:5]([C:6](=[O:37])[C:7]1[CH:12]=[C:11]([Cl:13])[C:10]([O:14][C:15]2[CH:20]=[CH:19][N:18]=[CH:17][C:16]=2[C:21]([N:23]2[C:32]3[C:27](=[CH:28][CH:29]=[CH:30][CH:31]=3)[N:26]([CH:33]3[CH2:34][CH2:35]3)[CH2:25][CH2:24]2)=[O:22])=[CH:9][C:8]=1[Cl:36])[CH3:40], predict the reactants needed to synthesize it. The reactants are: [CH3:1][O:2][C:3](=[O:38])[CH2:4][NH:5][C:6](=[O:37])[C:7]1[CH:12]=[C:11]([Cl:13])[C:10]([O:14][C:15]2[CH:20]=[CH:19][N:18]=[CH:17][C:16]=2[C:21]([N:23]2[C:32]3[C:27](=[CH:28][CH:29]=[CH:30][CH:31]=3)[N:26]([CH:33]3[CH2:35][CH2:34]3)[CH2:25][CH2:24]2)=[O:22])=[CH:9][C:8]=1[Cl:36].Cl.[CH3:40]OC(=O)CNC.